This data is from Peptide-MHC class I binding affinity with 185,985 pairs from IEDB/IMGT. The task is: Regression. Given a peptide amino acid sequence and an MHC pseudo amino acid sequence, predict their binding affinity value. This is MHC class I binding data. (1) The peptide sequence is YQYPRDTHY. The MHC is HLA-A68:02 with pseudo-sequence HLA-A68:02. The binding affinity (normalized) is 0.0847. (2) The MHC is HLA-B18:01 with pseudo-sequence HLA-B18:01. The peptide sequence is KEAVNHFHL. The binding affinity (normalized) is 0.0847. (3) The peptide sequence is IMAVGLVSL. The MHC is HLA-A02:01 with pseudo-sequence HLA-A02:01. The binding affinity (normalized) is 0.693. (4) The peptide sequence is WMDMWESPM. The MHC is HLA-A02:12 with pseudo-sequence HLA-A02:12. The binding affinity (normalized) is 0.642. (5) The binding affinity (normalized) is 0.0847. The peptide sequence is HTVGLGQGY. The MHC is HLA-A24:03 with pseudo-sequence HLA-A24:03. (6) The peptide sequence is EPLSPDTCL. The MHC is HLA-B54:01 with pseudo-sequence HLA-B54:01. The binding affinity (normalized) is 0.